This data is from Reaction yield outcomes from USPTO patents with 853,638 reactions. The task is: Predict the reaction yield, written as a fraction of the theoretical maximum amount of product (1.0 means a 100% yield; for example, 0.34 means a 34% yield). (1) The reactants are Cl[Si:2](Cl)([CH2:5][CH3:6])[CH2:3][CH3:4].[CH:8]([F:11])([F:10])[F:9].C[Si]([N-][Si](C)(C)C)(C)C.[K+]. No catalyst specified. The product is [CH2:3]([Si:2]([CH2:5][CH3:6])([C:8]([F:11])([F:10])[F:9])[C:8]([F:11])([F:10])[F:9])[CH3:4]. The yield is 0.440. (2) The reactants are [CH2:1]([C@H:5]1[CH2:10][CH2:9][C@H:8]([OH:11])[CH2:7][CH2:6]1)[CH2:2][CH2:3][CH3:4].O[C:13]1[CH:14]=[C:15]2[C:20](=[CH:21][CH:22]=1)[CH:19]=[C:18]([C@:23]1([CH3:29])[CH2:27][O:26][C:25](=[O:28])[NH:24]1)[CH:17]=[CH:16]2.C1(P(C2C=CC=CC=2)C2C=CC=CC=2)C=CC=CC=1.O1CCCC1.N(C(OC(C)C)=O)=NC(OC(C)C)=O. No catalyst specified. The product is [CH2:1]([C@@H:5]1[CH2:6][CH2:7][C@H:8]([O:11][C:13]2[CH:14]=[C:15]3[C:20](=[CH:21][CH:22]=2)[CH:19]=[C:18]([C@:23]2([CH3:29])[CH2:27][O:26][C:25](=[O:28])[NH:24]2)[CH:17]=[CH:16]3)[CH2:9][CH2:10]1)[CH2:2][CH2:3][CH3:4]. The yield is 0.880. (3) The product is [F:8][C:3]1[CH:4]=[CH:5][CH:6]=[CH:7][C:2]=1[C:17](=[O:25])[CH2:18][C:19]1[CH:24]=[CH:23][CH:22]=[CH:21][CH:20]=1. The yield is 0.335. No catalyst specified. The reactants are Br[C:2]1[CH:7]=[CH:6][CH:5]=[CH:4][C:3]=1[F:8].ClC1C=C([C:17](=[O:25])[CH2:18][C:19]2[CH:24]=[CH:23][CH:22]=[CH:21][CH:20]=2)C=C(Cl)C=1. (4) The reactants are [CH2:1]([O:8][C:9]1[CH:10]=[CH:11][C:12]([Br:16])=[C:13]([OH:15])[CH:14]=1)[C:2]1[CH:7]=[CH:6][CH:5]=[CH:4][CH:3]=1.C(=O)([O-])[O-].[K+].[K+].Br[CH2:24][C:25]([CH3:27])=[CH2:26]. The catalyst is CN(C=O)C. The product is [CH2:1]([O:8][C:9]1[CH:10]=[CH:11][C:12]([Br:16])=[C:13]([O:15][CH2:26][C:25]([CH3:27])=[CH2:24])[CH:14]=1)[C:2]1[CH:3]=[CH:4][CH:5]=[CH:6][CH:7]=1. The yield is 0.940. (5) The reactants are [CH2:1]([NH:5][C:6]1[CH:11]=[CH:10][CH:9]=[CH:8][CH:7]=1)[CH2:2][CH2:3][CH3:4].[Cl:12][C:13](Cl)([O:15]C(=O)OC(Cl)(Cl)Cl)Cl. The catalyst is C(Cl)Cl. The product is [CH2:1]([N:5]([C:6]1[CH:11]=[CH:10][CH:9]=[CH:8][CH:7]=1)[C:13]([Cl:12])=[O:15])[CH2:2][CH2:3][CH3:4]. The yield is 0.960. (6) The reactants are [CH2:1]([O:8][C@H:9]1[CH2:13][C@@H:12]([O:14][Si](C)(C)C)[CH:11]=[C:10]1[CH2:19][O:20][CH2:21][C:22]1[CH:27]=[CH:26][CH:25]=[CH:24][CH:23]=1)[C:2]1[CH:7]=[CH:6][CH:5]=[CH:4][CH:3]=1.[H][H].Cl. The catalyst is O1CCCC1.[Pd].C(OCC)(=O)C.O. The product is [CH2:1]([O:8][C@@H:9]1[C@H:10]([CH2:19][O:20][CH2:21][C:22]2[CH:27]=[CH:26][CH:25]=[CH:24][CH:23]=2)[CH2:11][C@H:12]([OH:14])[CH2:13]1)[C:2]1[CH:3]=[CH:4][CH:5]=[CH:6][CH:7]=1. The yield is 0.880. (7) The reactants are [CH3:1][N:2]([CH3:4])[NH2:3].[Cl:5][C:6]1[CH:7]=[C:8]([C:13]2([C:28]([F:31])([F:30])[F:29])[O:17][N:16]=[C:15]([C:18]3[CH:26]=[CH:25][C:21]([C:22](Cl)=[O:23])=[C:20]([CH3:27])[CH:19]=3)[CH2:14]2)[CH:9]=[C:10]([Cl:12])[CH:11]=1.O.[OH-].[Na+]. The catalyst is CCOCC. The product is [CH3:1][N:2]([CH3:4])[NH:3][C:22](=[O:23])[C:21]1[CH:25]=[CH:26][C:18]([C:15]2[CH2:14][C:13]([C:8]3[CH:9]=[C:10]([Cl:12])[CH:11]=[C:6]([Cl:5])[CH:7]=3)([C:28]([F:31])([F:30])[F:29])[O:17][N:16]=2)=[CH:19][C:20]=1[CH3:27]. The yield is 0.710. (8) The reactants are [Cl:1][C:2]1[CH:29]=[CH:28][C:5]([CH2:6][N:7]2[C:12]([NH:13][C:14]3[CH:19]=[CH:18][C:17]([C:20](O)=[O:21])=[CH:16][CH:15]=3)=[N:11][C:10](=[O:23])[N:9]([CH:24]([CH3:26])[CH3:25])[C:8]2=[O:27])=[CH:4][CH:3]=1.[CH2:30]([NH2:37])[C:31]1[CH:36]=[CH:35][CH:34]=[CH:33][CH:32]=1.ON1C2C=CC=CC=2N=N1.Cl.CN(C)CCCN=C=NCC.C(N(CC)CC)C. The catalyst is O.C1COCC1. The product is [Cl:1][C:2]1[CH:29]=[CH:28][C:5]([CH2:6][N:7]2[C:12]([NH:13][C:14]3[CH:19]=[CH:18][C:17]([C:20](=[O:21])[NH:37][CH2:30][C:31]4[CH:36]=[CH:35][CH:34]=[CH:33][CH:32]=4)=[CH:16][CH:15]=3)=[N:11][C:10](=[O:23])[N:9]([CH:24]([CH3:26])[CH3:25])[C:8]2=[O:27])=[CH:4][CH:3]=1. The yield is 0.720. (9) The reactants are [C:1]1([N:11]2[CH2:17][CH2:16][C:15]3[C:18]([OH:22])=[N:19][CH:20]=[N:21][C:14]=3[CH2:13][CH2:12]2)[C:10]2[C:5](=[CH:6][CH:7]=[CH:8][CH:9]=2)[CH:4]=[N:3][N:2]=1.N1C2CCNCCC=2C(O)=NC=1.[Cl:35]C1C2C(=CC=CC=2)C(Cl)=NN=1.CCN(CC)CC. The catalyst is CN(C=O)C.O. The product is [Cl:35][C:4]1[C:5]2[C:10](=[CH:9][CH:8]=[CH:7][CH:6]=2)[C:1]([N:11]2[CH2:17][CH2:16][C:15]3[C:18]([OH:22])=[N:19][CH:20]=[N:21][C:14]=3[CH2:13][CH2:12]2)=[N:2][N:3]=1. The yield is 0.550. (10) The reactants are [Cl:1][C:2]1[CH:3]=[CH:4][C:5]([N+:11]([O-:13])=[O:12])=[C:6]([CH:10]=1)[CH:7]=[N:8][OH:9].[Cl:14]OC(C)(C)C. The catalyst is ClCCCl. The product is [Cl:1][C:2]1[CH:3]=[CH:4][C:5]([N+:11]([O-:13])=[O:12])=[C:6]([CH:10]=1)[C:7]([Cl:14])=[N:8][OH:9]. The yield is 0.950.